Task: Predict which catalyst facilitates the given reaction.. Dataset: Catalyst prediction with 721,799 reactions and 888 catalyst types from USPTO (1) Reactant: [H-].[Na+].C[Si](N[Si](C)(C)C)(C)C.[NH2:12][C:13]1[CH:18]=[CH:17][C:16]([N:19]([CH3:21])[CH3:20])=[CH:15][C:14]=1[N+:22]([O-:24])=[O:23].[CH3:25][C:26]([O:29][C:30](O[C:30]([O:29][C:26]([CH3:28])([CH3:27])[CH3:25])=[O:31])=[O:31])([CH3:28])[CH3:27]. Product: [CH3:20][N:19]([CH3:21])[C:16]1[CH:17]=[CH:18][C:13]([NH:12][C:30](=[O:31])[O:29][C:26]([CH3:28])([CH3:27])[CH3:25])=[C:14]([N+:22]([O-:24])=[O:23])[CH:15]=1. The catalyst class is: 30. (2) Reactant: [C:1]([C:5]1[N:6]=[C:7]([NH:10][C:11]([C:13]2[CH:26]=[CH:25][N:16]3[C:17](=[O:24])[C:18]([CH:22]=O)=[C:19]([OH:21])[N:20]=[C:15]3[CH:14]=2)=[O:12])[S:8][CH:9]=1)([CH3:4])([CH3:3])[CH3:2].[C:27]([O:31][C:32]([CH:34]=P(C1C=CC=CC=1)(C1C=CC=CC=1)C1C=CC=CC=1)=[O:33])([CH3:30])([CH3:29])[CH3:28]. Product: [C:1]([C:5]1[N:6]=[C:7]([NH:10][C:11]([C:13]2[CH:26]=[CH:25][N:16]3[C:17](=[O:24])[C:18](/[CH:22]=[CH:34]/[C:32]([O:31][C:27]([CH3:28])([CH3:29])[CH3:30])=[O:33])=[C:19]([OH:21])[N:20]=[C:15]3[CH:14]=2)=[O:12])[S:8][CH:9]=1)([CH3:4])([CH3:2])[CH3:3]. The catalyst class is: 213. (3) Reactant: [Br:1][C:2]1[CH:14]=[CH:13][C:12]2[C:11]3[C:6](=[CH:7][C:8]([Br:15])=[CH:9][CH:10]=3)[C:5]3([CH2:20][CH2:19][C:18](=[O:21])[CH2:17][CH2:16]3)[C:4]=2[CH:3]=1.C1C=C(Cl)C=C(C(OO)=[O:30])C=1.C([O-])(O)=O.[Na+]. Product: [Br:15][C:8]1[CH:9]=[CH:10][C:11]2[C:12]3[C:4]([C:5]4([CH2:20][CH2:19][O:30][C:18](=[O:21])[CH2:17][CH2:16]4)[C:6]=2[CH:7]=1)=[CH:3][C:2]([Br:1])=[CH:14][CH:13]=3. The catalyst class is: 2. (4) Reactant: N(OC(C)(C)C)=O.N[C:9]1[C:10]([C:22]#[N:23])=[C:11]2[CH:20]=[CH:19][CH:18]=[C:17]3[C:12]2=[C:13]([CH:21]=1)[CH2:14][O:15][CH2:16]3.C(Cl)[Cl:25]. Product: [Cl:25][C:9]1[C:10]([C:22]#[N:23])=[C:11]2[CH:20]=[CH:19][CH:18]=[C:17]3[C:12]2=[C:13]([CH:21]=1)[CH2:14][O:15][CH2:16]3. The catalyst class is: 879. (5) Product: [CH3:21][O:22][C:23]1[CH:24]=[C:25]([CH:37]([CH2:36][CH3:35])[CH:38]([CH3:39])[CH:40]=[O:41])[CH:26]=[CH:27][CH:28]=1. The catalyst class is: 92. Reactant: C1(C2[C@H]3CC[C@@H](C=2)C(C2C=CC=CC=2)=C3)C=CC=CC=1.[CH3:21][O:22][C:23]1[CH:24]=[C:25](B2OBOBO2)[CH:26]=[CH:27][CH:28]=1.[CH3:35][CH2:36]/[CH:37]=[C:38](/[CH:40]=[O:41])\[CH3:39].[OH-].[K+]. (6) Reactant: [CH3:1][O:2][CH2:3][C:4](=O)[CH2:5][C:6]([O:8]C)=O.C(O)(=O)C.[CH:15]([NH2:17])=[NH:16].C[O-].[Na+]. Product: [CH3:1][O:2][CH2:3][C:4]1[N:17]=[CH:15][N:16]=[C:6]([OH:8])[CH:5]=1. The catalyst class is: 5. (7) Reactant: Cl[C:2]1[CH:11]=[CH:10][N:9]=[C:8]2[C:3]=1[CH:4]=[CH:5][C:6](=[O:12])[NH:7]2.[OH:13][C:14]1[CH:23]=[C:22]2[C:17]([CH2:18][CH2:19][CH:20]([C:24]([OH:26])=[O:25])[CH2:21]2)=[CH:16][CH:15]=1.C(=O)([O-])[O-].[Cs+].[Cs+].Cl. The catalyst class is: 18. Product: [O:12]=[C:6]1[NH:7][C:8]2[N:9]=[CH:10][CH:11]=[C:2]([O:13][C:14]3[CH:23]=[C:22]4[C:17]([CH2:18][CH2:19][CH:20]([C:24]([OH:26])=[O:25])[CH2:21]4)=[CH:16][CH:15]=3)[C:3]=2[CH:4]=[CH:5]1. (8) Reactant: [Cl:1][C:2]1[C:7]([C:8]2[CH:13]=[CH:12][CH:11]=[C:10]([CH2:14][CH3:15])[CH:9]=2)=[C:6]([N:16]([CH2:28][CH2:29][CH2:30][CH2:31][O:32][CH3:33])[CH2:17][CH2:18][N:19](C)[C:20](=O)OC(C)(C)C)[CH:5]=[CH:4][CH:3]=1.Cl. Product: [Cl:1][C:2]1[C:7]([C:8]2[CH:13]=[CH:12][CH:11]=[C:10]([CH2:14][CH3:15])[CH:9]=2)=[C:6]([N:16]([CH2:17][CH2:18][NH:19][CH3:20])[CH2:28][CH2:29][CH2:30][CH2:31][O:32][CH3:33])[CH:5]=[CH:4][CH:3]=1. The catalyst class is: 880. (9) Product: [OH:31][CH2:3][C@@H:2]1[CH2:1][O:8][C:9](=[O:21])[N:10]1[C:11]1[CH:20]=[CH:19][C:14]2[C:15]([CH3:18])=[N:16][O:17][C:13]=2[CH:12]=1.[CH3:18][C:15]1[C:14]2[CH:19]=[CH:20][C:11]([N:10]3[CH2:22][C@H:1]([CH2:2][O:32][C:27](=[O:31])[CH2:28][CH2:29][CH3:30])[O:8][C:9]3=[O:21])=[CH:12][C:13]=2[O:17][N:16]=1. The catalyst class is: 1. Reactant: [CH2:1]([O:8][C:9](=[O:21])[NH:10][C:11]1[CH:20]=[CH:19][C:14]2[C:15]([CH3:18])=[N:16][O:17][C:13]=2[CH:12]=1)[C:2]1C=CC=C[CH:3]=1.[CH2:22]([Li])CCC.[C:27]([O:32]C[C@@H]1OC1)(=[O:31])[CH2:28][CH2:29][CH3:30].